Task: Predict the product of the given reaction.. Dataset: Forward reaction prediction with 1.9M reactions from USPTO patents (1976-2016) (1) Given the reactants Cl[C:2](Cl)([O:4]C(=O)OC(Cl)(Cl)Cl)Cl.[OH:13][CH2:14][CH2:15][N:16]1[CH2:21][CH2:20][N:19]([C:22]([O:24][C:25]([CH3:28])([CH3:27])[CH3:26])=[O:23])[CH2:18][CH2:17]1.Cl.[NH2:30][C@@H:31]([CH2:36][C:37]1[CH:42]=[CH:41][C:40]([O:43][C:44]([CH3:47])([CH3:46])[CH3:45])=[CH:39][CH:38]=1)[C:32]([O:34][CH3:35])=[O:33].C([O-])(O)=O.[Na+], predict the reaction product. The product is: [CH3:35][O:34][C:32]([C@@H:31]([NH:30][C:2](=[O:4])[O:13][CH2:14][CH2:15][N:16]1[CH2:21][CH2:20][N:19]([C:22]([O:24][C:25]([CH3:28])([CH3:27])[CH3:26])=[O:23])[CH2:18][CH2:17]1)[CH2:36][C:37]1[CH:38]=[CH:39][C:40]([O:43][C:44]([CH3:47])([CH3:46])[CH3:45])=[CH:41][CH:42]=1)=[O:33]. (2) Given the reactants [Br:1][C:2]1[N:7]=[C:6]([C@@:8]([NH:19][S@@](C(C)(C)C)=O)([CH2:12][C@@H:13]([OH:18])[C:14]([F:17])([F:16])[F:15])[CH:9]([F:11])[F:10])[C:5]([F:26])=[CH:4][CH:3]=1.Cl, predict the reaction product. The product is: [NH2:19][C@:8]([C:6]1[C:5]([F:26])=[CH:4][CH:3]=[C:2]([Br:1])[N:7]=1)([CH:9]([F:11])[F:10])[CH2:12][C@H:13]([OH:18])[C:14]([F:15])([F:16])[F:17]. (3) Given the reactants [NH2:1][C:2]1[CH:7]=[C:6]([Cl:8])[CH:5]=[CH:4][C:3]=1[SH:9].Cl[CH2:11][C:12]1[N:13]=[CH:14][N:15]([CH2:17][CH2:18][CH3:19])[CH:16]=1.C([O-])([O-])=O.[K+].[K+], predict the reaction product. The product is: [Cl:8][C:6]1[CH:5]=[CH:4][C:3]([S:9][CH2:11][C:12]2[N:13]=[CH:14][N:15]([CH2:17][CH2:18][CH3:19])[CH:16]=2)=[C:2]([CH:7]=1)[NH2:1]. (4) Given the reactants Br[C:2]1[CH:3]=[N:4][C:5]2[C:10]([CH:11]=1)=[CH:9][CH:8]=[CH:7][CH:6]=2.[CH3:12][N:13]([C:21]1[CH:26]=[CH:25][C:24](B2OC(C)(C)C(C)(C)O2)=[CH:23][CH:22]=1)[C:14](=[O:20])[O:15][C:16]([CH3:19])([CH3:18])[CH3:17], predict the reaction product. The product is: [CH3:12][N:13]([C:21]1[CH:26]=[CH:25][C:24]([C:2]2[CH:3]=[N:4][C:5]3[C:10]([CH:11]=2)=[CH:9][CH:8]=[CH:7][CH:6]=3)=[CH:23][CH:22]=1)[C:14](=[O:20])[O:15][C:16]([CH3:19])([CH3:17])[CH3:18]. (5) Given the reactants [Cl:1][C:2]1[CH:3]=[C:4]2[C:8](=[CH:9][CH:10]=1)[N:7]([CH2:11][C:12]([O:14][C:15]([CH3:18])([CH3:17])[CH3:16])=[O:13])[C:6](=[O:19])[C:5]12[C:23](=[O:24])[NH:22][C:21](=[O:25])[NH:20]1.[CH3:26][Si]([N-][Si](C)(C)C)(C)C.[Li+].IC.Cl, predict the reaction product. The product is: [Cl:1][C:2]1[CH:3]=[C:4]2[C:8](=[CH:9][CH:10]=1)[N:7]([CH2:11][C:12]([O:14][C:15]([CH3:18])([CH3:17])[CH3:16])=[O:13])[C:6](=[O:19])[C:5]12[C:23](=[O:24])[NH:22][C:21](=[O:25])[N:20]1[CH3:26]. (6) Given the reactants [N+:1]([C:4]1[CH:5]=[N:6][N:7]([CH2:9][CH2:10][CH2:11][N:12]2[C:20]3[C:15](=[CH:16][CH:17]=[CH:18][CH:19]=3)[CH2:14][CH2:13]2)[CH:8]=1)([O-])=O, predict the reaction product. The product is: [N:12]1([CH2:11][CH2:10][CH2:9][N:7]2[CH:8]=[C:4]([NH2:1])[CH:5]=[N:6]2)[C:20]2[C:15](=[CH:16][CH:17]=[CH:18][CH:19]=2)[CH2:14][CH2:13]1. (7) Given the reactants [F:1][C:2]1[CH:7]=[CH:6][C:5]([NH:8][C:9]2[C:18]3[C:13](=[C:14]([NH2:19])[CH:15]=[CH:16][CH:17]=3)[N:12]=[CH:11][N:10]=2)=[CH:4][C:3]=1[C:20]([F:23])([F:22])[F:21].[Cl:24][C:25]1[C:30]([C:31](O)=[O:32])=[C:29]([F:34])[C:28]([CH2:35][NH:36][C:37](=[O:42])[C:38]([CH3:41])([CH3:40])[CH3:39])=[CH:27][CH:26]=1.C(Cl)(=O)C(Cl)=O.CCN(C(C)C)C(C)C, predict the reaction product. The product is: [Cl:24][C:25]1[C:30]([C:31]([NH:19][C:14]2[CH:15]=[CH:16][CH:17]=[C:18]3[C:13]=2[N:12]=[CH:11][N:10]=[C:9]3[NH:8][C:5]2[CH:6]=[CH:7][C:2]([F:1])=[C:3]([C:20]([F:21])([F:23])[F:22])[CH:4]=2)=[O:32])=[C:29]([F:34])[C:28]([CH2:35][NH:36][C:37](=[O:42])[C:38]([CH3:40])([CH3:39])[CH3:41])=[CH:27][CH:26]=1.